This data is from Experimentally validated miRNA-target interactions with 360,000+ pairs, plus equal number of negative samples. The task is: Binary Classification. Given a miRNA mature sequence and a target amino acid sequence, predict their likelihood of interaction. (1) The miRNA is hsa-miR-3200-3p with sequence CACCUUGCGCUACUCAGGUCUG. The protein sequence of the target gene is MMANHLVKPDSRNCKRARELEPQVSDSPQVSSLGKSESSLSEASGLFYKEEALEKDLSDMSKEINLMLSTYAKILSERAAVDASYIDEIDGLFKEANIIENFLVQKREFLKQRFTVITNTLHK. Result: 0 (no interaction). (2) The miRNA is hsa-miR-4486 with sequence GCUGGGCGAGGCUGGCA. The protein sequence of the target gene is MAEYGTLLQDLTNNITLEDLEQLKSACKEDIPSEKSEEITTGSAWFSFLESHNKLDKDNLSYIEHIFEISRRPDLLTMVVDYRTRVLKISEEEELDTKLTRIPSAKKYKDIIRQPSEEEIIKLAPPPKKA. Result: 0 (no interaction). (3) The miRNA is dre-miR-133a-3p with sequence UUUGGUCCCCUUCAACCAGCUG. The protein sequence of the target gene is MEASWRQVAGGRGRSRGRATAAPSGNGVHLRGAGGGREKGSVGAVPSGTSPGGVATTAAAGSRHSPAGSQALQTTAASELMSQKKFEEIKKANQAAARKLVEEQFSSSSEEGDEDFEGKQGKILANTFITYTTQTDGDTRELERTKQYVNEAFQAGAMTCLICIASVKRNQAVWSCSGCFCIFHMPCIQKWAKDSQFLVSSVTDDDFGKKDCPWPCPKCRFEYKRSETPSRYYCYCGKVEDPPLDPWLVPHSCGQVCEREFKPPCGHKCLLLCHPGPCPPCPKMVTTTCYCKKAKPIPRR.... Result: 0 (no interaction).